The task is: Predict the reactants needed to synthesize the given product.. This data is from Full USPTO retrosynthesis dataset with 1.9M reactions from patents (1976-2016). Given the product [Br:1][C:2]1[CH:7]=[CH:6][C:5]([S:8]([C:11]2[CH:20]=[CH:19][CH:18]=[CH:17][C:12]=2[C:13]2[O:15][CH:16]=[N:22][N:23]=2)(=[O:10])=[O:9])=[CH:4][CH:3]=1, predict the reactants needed to synthesize it. The reactants are: [Br:1][C:2]1[CH:7]=[CH:6][C:5]([S:8]([C:11]2[CH:20]=[CH:19][CH:18]=[CH:17][C:12]=2[C:13]([O:15][CH3:16])=O)(=[O:10])=[O:9])=[CH:4][CH:3]=1.O.[NH2:22][NH2:23].